Dataset: Reaction yield outcomes from USPTO patents with 853,638 reactions. Task: Predict the reaction yield, written as a fraction of the theoretical maximum amount of product (1.0 means a 100% yield; for example, 0.34 means a 34% yield). (1) The yield is 0.330. The product is [CH2:15]([N:3]1[C:8]2[N:9]=[CH:10][CH:11]=[CH:12][C:7]=2[C:6](=[O:13])[O:5][C:4]1=[O:14])[CH2:16][CH2:17][CH3:18]. The catalyst is CC(N(C)C)=O. The reactants are [H-].[Na+].[NH:3]1[C:8]2[N:9]=[CH:10][CH:11]=[CH:12][C:7]=2[C:6](=[O:13])[O:5][C:4]1=[O:14].[CH2:15](Br)[CH2:16][CH2:17][CH3:18]. (2) The reactants are [OH:1][C:2]1[CH:3]=[C:4]([NH:27][C:28]2[CH:29]=[CH:30][C:31]([OH:34])=[N:32][CH:33]=2)[CH:5]=[C:6]([C:8]2[CH:16]=[CH:15][CH:14]=[C:13]3[C:9]=2[CH:10]=[CH:11][N:12]3[Si](C(C)C)(C(C)C)C(C)C)[CH:7]=1. The catalyst is C(O)(C(F)(F)F)=O.C(Cl)Cl. The product is [OH:1][C:2]1[CH:3]=[C:4]([NH:27][C:28]2[CH:29]=[CH:30][C:31]([OH:34])=[N:32][CH:33]=2)[CH:5]=[C:6]([C:8]2[CH:16]=[CH:15][CH:14]=[C:13]3[C:9]=2[CH:10]=[CH:11][NH:12]3)[CH:7]=1. The yield is 0.0150.